This data is from Reaction yield outcomes from USPTO patents with 853,638 reactions. The task is: Predict the reaction yield, written as a fraction of the theoretical maximum amount of product (1.0 means a 100% yield; for example, 0.34 means a 34% yield). (1) The reactants are Cl.[Br:2][C:3]1[CH:12]=[C:11]2[C:6]([CH:7]=[CH:8][C:9]([C@H:13]([NH2:15])[CH3:14])=[N:10]2)=[CH:5][CH:4]=1.C(N(CC)CC)C.[C:23](O[C:23]([O:25][C:26]([CH3:29])([CH3:28])[CH3:27])=[O:24])([O:25][C:26]([CH3:29])([CH3:28])[CH3:27])=[O:24]. The catalyst is ClCCl.CN(C)C1C=CN=CC=1. The product is [C:26]([O:25][C:23](=[O:24])[NH:15][C@@H:13]([C:9]1[CH:8]=[CH:7][C:6]2[C:11](=[CH:12][C:3]([Br:2])=[CH:4][CH:5]=2)[N:10]=1)[CH3:14])([CH3:29])([CH3:28])[CH3:27]. The yield is 0.700. (2) The reactants are [NH2:1][C:2]1[CH:3]=[C:4]([C:8]2[C:16]3[C:11](=[CH:12][CH:13]=[C:14]([C:17]([NH2:19])=[O:18])[CH:15]=3)[N:10](C3CCCCO3)[N:9]=2)[CH:5]=[CH:6][CH:7]=1.[F:26][C:27]1[CH:32]=[CH:31][C:30]([CH2:33][C:34](O)=[O:35])=[CH:29][CH:28]=1.CCN=C=NCCCN(C)C. No catalyst specified. The product is [F:26][C:27]1[CH:32]=[CH:31][C:30]([CH2:33][C:34]([NH:1][C:2]2[CH:3]=[C:4]([C:8]3[C:16]4[C:11](=[CH:12][CH:13]=[C:14]([C:17]([NH2:19])=[O:18])[CH:15]=4)[NH:10][N:9]=3)[CH:5]=[CH:6][CH:7]=2)=[O:35])=[CH:29][CH:28]=1. The yield is 0.230. (3) The reactants are Cl[C:2]1[N:7]=[C:6]([N:8]2[CH2:13][CH2:12][N:11]([C:14]([O:16][C:17]([CH3:20])([CH3:19])[CH3:18])=[O:15])[CH2:10][CH2:9]2)[C:5]([CH3:21])=[CH:4][N:3]=1.[NH2:22][C:23]1[CH:31]=[CH:30][C:26]([C:27]([OH:29])=[O:28])=[CH:25][C:24]=1[N+:32]([O-:34])=[O:33].C(=O)([O-])[O-].[Cs+].[Cs+]. The catalyst is CC(O)(C)C.CCOC(C)=O.CC(C1C=C(C(C)C)C(C2C(P(C3CCCCC3)C3CCCCC3)=C(OC)C=CC=2OC)=C(C(C)C)C=1)C.[Pd]. The product is [C:17]([O:16][C:14]([N:11]1[CH2:12][CH2:13][N:8]([C:6]2[C:5]([CH3:21])=[CH:4][N:3]=[C:2]([NH:22][C:23]3[CH:31]=[CH:30][C:26]([C:27]([OH:29])=[O:28])=[CH:25][C:24]=3[N+:32]([O-:34])=[O:33])[N:7]=2)[CH2:9][CH2:10]1)=[O:15])([CH3:20])([CH3:19])[CH3:18]. The yield is 0.340.